From a dataset of Full USPTO retrosynthesis dataset with 1.9M reactions from patents (1976-2016). Predict the reactants needed to synthesize the given product. (1) Given the product [CH3:10][C:11]1[CH:16]=[CH:15][CH:14]=[C:13]([CH3:17])[C:12]=1[C:2]1[CH:7]=[CH:6][C:5]([CH2:8][OH:9])=[CH:4][CH:3]=1, predict the reactants needed to synthesize it. The reactants are: Br[C:2]1[CH:7]=[CH:6][C:5]([CH2:8][OH:9])=[CH:4][CH:3]=1.[CH3:10][C:11]1[CH:16]=[CH:15][CH:14]=[C:13]([CH3:17])[C:12]=1B(O)O.C(=O)([O-])[O-].[Na+].[Na+].O. (2) Given the product [Br:1][C:2]1[C:3]([F:9])=[CH:4][C:5]([OH:8])=[C:6]([N+:15]([O-:17])=[O:16])[CH:7]=1, predict the reactants needed to synthesize it. The reactants are: [Br:1][C:2]1[CH:7]=[CH:6][C:5]([OH:8])=[CH:4][C:3]=1[F:9].OS(O)(=O)=O.[N+:15]([O-])([OH:17])=[O:16].O. (3) Given the product [ClH:28].[F:27][C:2]1([F:1])[CH2:3][CH2:4][CH:5]([O:8][C:9]2[CH:10]=[CH:11][C:12]3[CH2:13][NH:14][CH2:15][CH2:16][O:17][C:18]=3[N:19]=2)[CH2:6][CH2:7]1, predict the reactants needed to synthesize it. The reactants are: [F:1][C:2]1([F:27])[CH2:7][CH2:6][CH:5]([O:8][C:9]2[CH:10]=[CH:11][C:12]3[CH2:13][N:14](C(OC(C)(C)C)=O)[CH2:15][CH2:16][O:17][C:18]=3[N:19]=2)[CH2:4][CH2:3]1.[ClH:28].C(OCC)(=O)C. (4) Given the product [NH:8]1[C:3]2[CH:4]=[CH:5][CH:6]=[CH:7][C:2]=2[N:1]=[C:9]1[C:11]1[CH:12]=[C:13](/[CH:16]=[CH:17]/[C:18]2[CH:23]=[CH:22][C:21]([OH:24])=[CH:20][CH:19]=2)[NH:14][N:15]=1, predict the reactants needed to synthesize it. The reactants are: [NH2:1][C:2]1[CH:7]=[CH:6][CH:5]=[CH:4][C:3]=1[NH:8][C:9]([C:11]1[NH:15][N:14]=[C:13](/[CH:16]=[CH:17]/[C:18]2[CH:23]=[CH:22][C:21]([OH:24])=[CH:20][CH:19]=2)[CH:12]=1)=O. (5) Given the product [CH:19]([N:15]1[C:14]([N:8]2[N:7]=[C:6]3[C:10]([CH2:11][CH2:12][O:13][C:4]4[CH:3]=[C:2]([C:36]5[CH:35]=[N:34][N:33]([CH2:32][CH2:31][O:30][CH:25]6[CH2:26][CH2:27][CH2:28][CH2:29][O:24]6)[CH:37]=5)[CH:23]=[CH:22][C:5]=43)=[CH:9]2)=[N:18][CH:17]=[N:16]1)([CH3:21])[CH3:20], predict the reactants needed to synthesize it. The reactants are: Br[C:2]1[CH:23]=[CH:22][C:5]2[C:6]3[C:10]([CH2:11][CH2:12][O:13][C:4]=2[CH:3]=1)=[CH:9][N:8]([C:14]1[N:15]([CH:19]([CH3:21])[CH3:20])[N:16]=[CH:17][N:18]=1)[N:7]=3.[O:24]1[CH2:29][CH2:28][CH2:27][CH2:26][CH:25]1[O:30][CH2:31][CH2:32][N:33]1[CH:37]=[C:36](B2OC(C)(C)C(C)(C)O2)[CH:35]=[N:34]1.C(=O)([O-])[O-].[Cs+].[Cs+].